Dataset: Retrosynthesis with 50K atom-mapped reactions and 10 reaction types from USPTO. Task: Predict the reactants needed to synthesize the given product. (1) Given the product OCc1cccc(OCc2ncc3ccccc3n2)c1, predict the reactants needed to synthesize it. The reactants are: ClCc1ncc2ccccc2n1.OCc1cccc(O)c1. (2) Given the product CCOC(=O)Cn1ccc2cc(Br)ccc21, predict the reactants needed to synthesize it. The reactants are: Brc1ccc2[nH]ccc2c1.CCOC(=O)CBr. (3) Given the product N#Cc1ccc(COc2ccc(-c3ccccc3)cc2)cc1, predict the reactants needed to synthesize it. The reactants are: N#Cc1ccc(CBr)cc1.Oc1ccc(-c2ccccc2)cc1. (4) Given the product CC=CCNc1cc(C(=O)O)cc(S(N)(=O)=O)c1-c1ccccc1, predict the reactants needed to synthesize it. The reactants are: CC=CCBr.Nc1cc(C(=O)O)cc(S(N)(=O)=O)c1-c1ccccc1.